From a dataset of Forward reaction prediction with 1.9M reactions from USPTO patents (1976-2016). Predict the product of the given reaction. Given the reactants [CH:1]1[C:13]2[CH:12]([CH2:14][O:15][C:16](=[O:65])[NH:17][C@H:18]([C:58]([O:60]C(C)(C)C)=[O:59])[CH2:19][S:20][CH2:21][C@H:22]([O:41][CH2:42][CH2:43][CH2:44][CH2:45][CH2:46][CH2:47][CH2:48][CH2:49][CH2:50][CH2:51][CH2:52][CH2:53][CH2:54][CH2:55][CH2:56][CH3:57])[CH2:23][O:24][CH2:25][CH2:26][CH2:27][CH2:28][CH2:29][CH2:30][CH2:31][CH2:32][CH2:33][CH2:34][CH2:35][CH2:36][CH2:37][CH2:38][CH2:39][CH3:40])[C:11]3[C:6](=[CH:7][CH:8]=[CH:9][CH:10]=3)[C:5]=2[CH:4]=[CH:3][CH:2]=1, predict the reaction product. The product is: [CH:1]1[C:13]2[CH:12]([CH2:14][O:15][C:16](=[O:65])[NH:17][C@H:18]([C:58]([OH:60])=[O:59])[CH2:19][S:20][CH2:21][C@H:22]([O:41][CH2:42][CH2:43][CH2:44][CH2:45][CH2:46][CH2:47][CH2:48][CH2:49][CH2:50][CH2:51][CH2:52][CH2:53][CH2:54][CH2:55][CH2:56][CH3:57])[CH2:23][O:24][CH2:25][CH2:26][CH2:27][CH2:28][CH2:29][CH2:30][CH2:31][CH2:32][CH2:33][CH2:34][CH2:35][CH2:36][CH2:37][CH2:38][CH2:39][CH3:40])[C:11]3[C:6](=[CH:7][CH:8]=[CH:9][CH:10]=3)[C:5]=2[CH:4]=[CH:3][CH:2]=1.